Predict the reactants needed to synthesize the given product. From a dataset of Full USPTO retrosynthesis dataset with 1.9M reactions from patents (1976-2016). (1) Given the product [ClH:67].[CH3:37][C:25]1[CH:26]=[C:27]([CH:28]=[CH:29][C:24]=1[CH2:23][CH2:22][S:19]([N:16]1[CH2:15][CH2:14][C:11]2([N:10]=[C:9]([C:38]3[CH:43]=[C:42]([C:44]([F:45])([F:46])[F:47])[CH:41]=[C:40]([O:48][CH2:49][CH2:50][O:51][CH2:52][CH2:53][O:54][CH2:55][CH2:56][NH:57][CH3:58])[CH:39]=3)[NH:8][C:12]2=[O:13])[CH2:18][CH2:17]1)(=[O:20])=[O:21])[C:30]([OH:32])=[O:31], predict the reactants needed to synthesize it. The reactants are: C(OC([N:8]1[C:12](=[O:13])[C:11]2([CH2:18][CH2:17][N:16]([S:19]([CH2:22][CH2:23][C:24]3[CH:29]=[CH:28][C:27]([C:30]([O:32]C(C)(C)C)=[O:31])=[CH:26][C:25]=3[CH3:37])(=[O:21])=[O:20])[CH2:15][CH2:14]2)[N:10]=[C:9]1[C:38]1[CH:43]=[C:42]([C:44]([F:47])([F:46])[F:45])[CH:41]=[C:40]([O:48][CH2:49][CH2:50][O:51][CH2:52][CH2:53][O:54][CH2:55][CH2:56][N:57](C(OC(C)(C)C)=O)[CH3:58])[CH:39]=1)=O)(C)(C)C.O.[ClH:67].O1CCOCC1. (2) Given the product [C:17]([O:14][C:13]([C:12]1[C:8]([C:5]2[CH:4]=[CH:3][C:2]([Cl:1])=[CH:7][CH:6]=2)=[N:9][S:10][CH:11]=1)=[O:15])([CH3:19])([CH3:18])[CH3:16], predict the reactants needed to synthesize it. The reactants are: [Cl:1][C:2]1[CH:7]=[CH:6][C:5]([C:8]2[C:12]([C:13]([OH:15])=[O:14])=[CH:11][S:10][N:9]=2)=[CH:4][CH:3]=1.[CH3:16][C:17](O)([CH3:19])[CH3:18].CCN=C=NCCCN(C)C. (3) Given the product [OH:25][C@H:20]1[CH2:21][CH2:22][CH2:23][CH2:24][C@@H:19]1[NH:18][C:16]([C:9]1[C:10]2=[N:11][CH:12]=[CH:13][CH:14]=[C:15]2[N:7]([CH2:6][C:5]2[CH:26]=[CH:27][C:2]([C:30]3[N:29]([CH3:28])[CH:33]=[CH:32][N:31]=3)=[CH:3][CH:4]=2)[CH:8]=1)=[O:17], predict the reactants needed to synthesize it. The reactants are: Br[C:2]1[CH:27]=[CH:26][C:5]([CH2:6][N:7]2[C:15]3[C:10](=[N:11][CH:12]=[CH:13][CH:14]=3)[C:9]([C:16]([NH:18][C@H:19]3[CH2:24][CH2:23][CH2:22][CH2:21][C@@H:20]3[OH:25])=[O:17])=[CH:8]2)=[CH:4][CH:3]=1.[CH3:28][N:29]1[CH:33]=[CH:32][N:31]=[C:30]1[Sn](CCCC)(CCCC)CCCC. (4) Given the product [C:1]([C:5]1[CH:20]=[C:19]([F:21])[CH:18]=[CH:17][C:6]=1[O:7][CH:8]1[CH2:9][N:10]([C:12](=[O:16])[C:13]([NH:25][CH2:23][CH3:24])=[O:14])[CH2:11]1)([CH3:2])([CH3:3])[CH3:4], predict the reactants needed to synthesize it. The reactants are: [C:1]([C:5]1[CH:20]=[C:19]([F:21])[CH:18]=[CH:17][C:6]=1[O:7][CH:8]1[CH2:11][N:10]([C:12](=[O:16])[C:13](O)=[O:14])[CH2:9]1)([CH3:4])([CH3:3])[CH3:2].Cl.[CH2:23]([NH2:25])[CH3:24].CCN=C=NCCCN(C)C.C1C=CC2N(O)N=NC=2C=1.